From a dataset of Full USPTO retrosynthesis dataset with 1.9M reactions from patents (1976-2016). Predict the reactants needed to synthesize the given product. (1) Given the product [CH2:1]([O:3][C:4]1[CH:5]=[C:6]([CH:10]=[CH:11][C:12]=1[NH:13][C:14]1[N:24]=[C:23]2[C:17]([N:18]([CH3:29])[C:19](=[O:28])[CH2:20][CH2:21][N:22]2[CH:25]([CH3:26])[CH3:27])=[CH:16][N:15]=1)[C:7]([NH:54][CH:55]1[CH2:60][CH2:59][N:58]([CH3:61])[CH2:57][CH2:56]1)=[O:8])[CH3:2], predict the reactants needed to synthesize it. The reactants are: [CH2:1]([O:3][C:4]1[CH:5]=[C:6]([CH:10]=[CH:11][C:12]=1[NH:13][C:14]1[N:24]=[C:23]2[C:17]([N:18]([CH3:29])[C:19](=[O:28])[CH2:20][CH2:21][N:22]2[CH:25]([CH3:27])[CH3:26])=[CH:16][N:15]=1)[C:7](O)=[O:8])[CH3:2].CN(C(ON1N=NC2C=CC=NC1=2)=[N+](C)C)C.F[P-](F)(F)(F)(F)F.[NH2:54][CH:55]1[CH2:60][CH2:59][N:58]([CH3:61])[CH2:57][CH2:56]1.C(N(C(C)C)CC)(C)C. (2) Given the product [CH3:15][N:14]1[CH2:13][CH2:12][NH:11][C:10]2[N:23]=[C:6]([CH2:5][CH2:4][CH2:3][C:1]#[N:2])[CH:7]=[CH:8][C:9]1=2, predict the reactants needed to synthesize it. The reactants are: [C:1]([CH:3](C(OCC)=O)[CH2:4][CH2:5][C:6]1[CH:7]=[CH:8][C:9]2[N:14]([CH3:15])[CH2:13][CH2:12][N:11](C(OC(C)(C)C)=O)[C:10]=2[N:23]=1)#[N:2].[OH-].[K+].O.CCOC(C)=O. (3) Given the product [OH:6][C@H:5]([CH2:4][OH:3])[CH2:7][CH2:8][NH:9][C:10]([CH:12]1[CH:16]([C:17]2[CH:22]=[CH:21][CH:20]=[C:19]([Cl:23])[C:18]=2[F:24])[C:15]([C:27]2[CH:32]=[CH:31][C:30]([Cl:33])=[CH:29][C:28]=2[F:34])([C:25]#[N:26])[CH:14]([CH2:35][C:36]([CH3:39])([CH3:40])[CH:37]=[CH2:38])[NH:13]1)=[O:11], predict the reactants needed to synthesize it. The reactants are: CC1(C)[O:6][C@@H:5]([CH2:7][CH2:8][NH:9][C:10]([CH:12]2[CH:16]([C:17]3[CH:22]=[CH:21][CH:20]=[C:19]([Cl:23])[C:18]=3[F:24])[C:15]([C:27]3[CH:32]=[CH:31][C:30]([Cl:33])=[CH:29][C:28]=3[F:34])([C:25]#[N:26])[CH:14]([CH2:35][C:36]([CH3:40])([CH3:39])[CH:37]=[CH2:38])[NH:13]2)=[O:11])[CH2:4][O:3]1.Cl. (4) Given the product [F:1][C:2]1[CH:3]=[C:4]([CH:5]=[CH:6][C:7]=1[F:8])[C:9]([C:5]1[CH:4]=[CH:3][C:2]([F:1])=[C:7]([F:8])[CH:6]=1)([OH:15])[C:10]([O:12][CH2:13][CH3:14])=[O:11], predict the reactants needed to synthesize it. The reactants are: [F:1][C:2]1[CH:3]=[C:4]([C:9](=[O:15])[C:10]([O:12][CH2:13][CH3:14])=[O:11])[CH:5]=[CH:6][C:7]=1[F:8]. (5) Given the product [Cl:1][C:2]1[CH:7]=[CH:6][CH:5]=[C:4]([Cl:8])[C:3]=1[C:9]1[NH:10][C:11]2[CH:17]=[C:16]([C:18]3[O:19][C:31]([NH:30][C:26]4[CH:27]=[CH:28][CH:29]=[C:24]([O:23][CH3:22])[CH:25]=4)=[N:21][N:20]=3)[CH:15]=[CH:14][C:12]=2[N:13]=1, predict the reactants needed to synthesize it. The reactants are: [Cl:1][C:2]1[CH:7]=[CH:6][CH:5]=[C:4]([Cl:8])[C:3]=1[C:9]1[NH:10][C:11]2[CH:17]=[C:16]([C:18]([NH:20][NH2:21])=[O:19])[CH:15]=[CH:14][C:12]=2[N:13]=1.[CH3:22][O:23][C:24]1[CH:25]=[C:26]([N:30]=[C:31]=S)[CH:27]=[CH:28][CH:29]=1.CCN=C=NCCCN(C)C.CCOC(C)=O.